Dataset: Forward reaction prediction with 1.9M reactions from USPTO patents (1976-2016). Task: Predict the product of the given reaction. (1) The product is: [NH:1]1[C:5]([C:6]2[CH:12]=[CH:11][C:9]([NH:10][C:24](=[O:25])[C@H:23]([NH2:22])[CH2:27][CH:28]([CH3:30])[CH3:29])=[CH:8][C:7]=2[O:13][CH3:14])=[CH:4][N:3]=[CH:2]1. Given the reactants [NH:1]1[C:5]([C:6]2[CH:12]=[CH:11][C:9]([NH2:10])=[CH:8][C:7]=2[O:13][CH3:14])=[CH:4][N:3]=[CH:2]1.C(OC([NH:22][C@H:23]([CH2:27][CH:28]([CH3:30])[CH3:29])[C:24](O)=[O:25])=O)(C)(C)C, predict the reaction product. (2) Given the reactants [OH:1][CH2:2][CH:3]1[CH2:8][CH2:7][NH:6][CH2:5][CH2:4]1.[CH2:9]([O:11][C:12]1[CH:17]=[CH:16][C:15]([S:18](N2CCC(O)CC2C)(=[O:20])=[O:19])=[CH:14][C:13]=1[C:29]1[NH:34][C:33](=[O:35])[C:32]2=[C:36]([CH3:40])[N:37]=[C:38]([CH3:39])[N:31]2[N:30]=1)[CH3:10], predict the reaction product. The product is: [CH2:9]([O:11][C:12]1[CH:17]=[CH:16][C:15]([S:18]([N:6]2[CH2:7][CH2:8][CH:3]([CH2:2][OH:1])[CH2:4][CH2:5]2)(=[O:19])=[O:20])=[CH:14][C:13]=1[C:29]1[NH:34][C:33](=[O:35])[C:32]2=[C:36]([CH3:40])[N:37]=[C:38]([CH3:39])[N:31]2[N:30]=1)[CH3:10]. (3) Given the reactants Br[C:2]1[N:3]=[C:4]([N:23]2[CH2:28][CH2:27][O:26][CH2:25][CH2:24]2)[S:5][C:6]=1[C:7]1[N:11]2[N:12]=[C:13]([CH3:21])[CH:14]=[C:15]([CH:16]([CH2:19][CH3:20])[CH2:17][CH3:18])[C:10]2=[N:9][C:8]=1[CH3:22].[C:29]1(B(O)O)[CH:34]=[CH:33][CH:32]=[CH:31][CH:30]=1.C(Cl)Cl.O, predict the reaction product. The product is: [CH2:17]([CH:16]([C:15]1[C:10]2[N:11]([C:7]([C:6]3[S:5][C:4]([N:23]4[CH2:28][CH2:27][O:26][CH2:25][CH2:24]4)=[N:3][C:2]=3[C:29]3[CH:34]=[CH:33][CH:32]=[CH:31][CH:30]=3)=[C:8]([CH3:22])[N:9]=2)[N:12]=[C:13]([CH3:21])[CH:14]=1)[CH2:19][CH3:20])[CH3:18]. (4) Given the reactants [Si]([O:8][CH2:9][CH2:10][N:11]([C@@H:19]1[C@@H:23]([C:24]2[CH:29]=[CH:28][CH:27]=[CH:26][CH:25]=2)[CH2:22][N:21]([S:30]([C:33]2[N:34]=[CH:35][N:36]([CH3:38])[CH:37]=2)(=[O:32])=[O:31])[CH2:20]1)[C:12](=[O:18])[O:13][C:14]([CH3:17])([CH3:16])[CH3:15])(C(C)(C)C)(C)C.O.[F-].C([N+](CCCC)(CCCC)CCCC)CCC, predict the reaction product. The product is: [OH:8][CH2:9][CH2:10][N:11]([C@@H:19]1[C@@H:23]([C:24]2[CH:29]=[CH:28][CH:27]=[CH:26][CH:25]=2)[CH2:22][N:21]([S:30]([C:33]2[N:34]=[CH:35][N:36]([CH3:38])[CH:37]=2)(=[O:32])=[O:31])[CH2:20]1)[C:12](=[O:18])[O:13][C:14]([CH3:17])([CH3:16])[CH3:15]. (5) Given the reactants [CH3:1][S:2]([C:5]1[CH:10]=[CH:9][C:8](F)=[C:7]([F:12])[CH:6]=1)(=[O:4])=[O:3].[Cl:13][C:14]1[CH:15]=[C:16]([CH2:21][C:22]([OH:24])=[O:23])[CH:17]=[C:18]([OH:20])[CH:19]=1, predict the reaction product. The product is: [Cl:13][C:14]1[CH:15]=[C:16]([CH2:21][C:22]([OH:24])=[O:23])[CH:17]=[C:18]([O:20][C:8]2[CH:9]=[CH:10][C:5]([S:2]([CH3:1])(=[O:4])=[O:3])=[CH:6][C:7]=2[F:12])[CH:19]=1. (6) Given the reactants [Cl:1][C:2]1[CH:3]=[C:4]([C:10]([N:12]2[C:17]3[CH:18]=[CH:19][CH:20]=[CH:21][C:16]=3[O:15][CH2:14][CH2:13]2)=[O:11])[CH:5]=[C:6]([Cl:9])[C:7]=1[OH:8].C(=O)([O-])[O-].[K+].[K+].Br[CH2:29][C:30]([O:32][CH2:33][CH3:34])=[O:31].C(O)(=O)CC(CC(O)=O)(C(O)=O)O, predict the reaction product. The product is: [Cl:9][C:6]1[CH:5]=[C:4]([C:10]([N:12]2[C:17]3[CH:18]=[CH:19][CH:20]=[CH:21][C:16]=3[O:15][CH2:14][CH2:13]2)=[O:11])[CH:3]=[C:2]([Cl:1])[C:7]=1[O:8][CH2:29][C:30]([O:32][CH2:33][CH3:34])=[O:31]. (7) Given the reactants [CH:1]1([CH2:7][C@H:8]([CH2:12][C:13]([N:15]2[CH2:20][CH2:19][O:18][CH2:17][CH2:16]2)=[O:14])[C:9]([OH:11])=O)[CH2:6][CH2:5][CH2:4][CH2:3][CH2:2]1.FC(F)(F)C(O)=O.[NH2:28][CH:29]([CH2:41][CH3:42])[C@@H:30]([C:32]1[N:36]=[C:35]([C:37]([F:40])([F:39])[F:38])[O:34][N:33]=1)[OH:31].F[P-](F)(F)(F)(F)F.N1(OC(N(C)C)=[N+](C)C)C2N=CC=CC=2N=N1, predict the reaction product. The product is: [CH:1]1([CH2:7][C@H:8]([CH2:12][C:13]([N:15]2[CH2:20][CH2:19][O:18][CH2:17][CH2:16]2)=[O:14])[C:9]([NH:28][C@H:29]([CH:30]([OH:31])[C:32]2[N:36]=[C:35]([C:37]([F:40])([F:39])[F:38])[O:34][N:33]=2)[CH2:41][CH3:42])=[O:11])[CH2:2][CH2:3][CH2:4][CH2:5][CH2:6]1.